Task: Predict the reactants needed to synthesize the given product.. Dataset: Full USPTO retrosynthesis dataset with 1.9M reactions from patents (1976-2016) (1) Given the product [CH2:1]([O:5][CH2:6][CH2:7][CH2:8][SiH3:9])[CH:2]1[O:4][CH2:3]1, predict the reactants needed to synthesize it. The reactants are: [CH2:1]([O:5][CH2:6][CH2:7][CH2:8][Si:9](OC)(OC)OC)[CH:2]1[O:4][CH2:3]1.[N+]([O-])(O)=O. (2) The reactants are: C(OCCCCCCCCN[C:17]1[CH:22]=[CH:21][N:20]=[CH:19][C:18]=1[N+:23]([O-:25])=[O:24])CCCCC.[N+](C1C=NC=CC=1O)([O-])=O.C1(P(Cl)([Cl:44])=O)C=CC=CC=1. Given the product [Cl:44][C:17]1[CH:22]=[CH:21][N:20]=[CH:19][C:18]=1[N+:23]([O-:25])=[O:24], predict the reactants needed to synthesize it. (3) Given the product [Cl:1][C:2]1[CH:3]=[CH:4][C:5]2[N:11]3[C:12]([C:15]([F:18])([F:17])[F:16])=[N:13][N:14]=[C:10]3[C@H:9]([CH2:19][C:20]([OH:22])=[O:21])[S:8][C@@H:7]([C:24]3[CH:29]=[CH:28][CH:27]=[C:26]([O:30][CH3:31])[C:25]=3[O:32][CH3:33])[C:6]=2[CH:34]=1, predict the reactants needed to synthesize it. The reactants are: [Cl:1][C:2]1[CH:3]=[CH:4][C:5]2[N:11]3[C:12]([C:15]([F:18])([F:17])[F:16])=[N:13][N:14]=[C:10]3[C@H:9]([CH2:19][C:20]([O:22]C)=[O:21])[S:8][C@@H:7]([C:24]3[CH:29]=[CH:28][CH:27]=[C:26]([O:30][CH3:31])[C:25]=3[O:32][CH3:33])[C:6]=2[CH:34]=1.O.Cl.C(OCC)(=O)C. (4) The reactants are: [Cl:1][C:2]1[CH:3]=[CH:4][C:5]2[NH:11][C:10](=O)[C:9]3=[CH:13][C:14]([CH3:16])=[CH:15][N:8]3[CH2:7][C:6]=2[CH:17]=1.CN(C)C1C=CC=CC=1.P(Cl)(Cl)([Cl:29])=O. Given the product [Cl:1][C:2]1[CH:3]=[CH:4][C:5]2[N:11]=[C:10]([Cl:29])[C:9]3=[CH:13][C:14]([CH3:16])=[CH:15][N:8]3[CH2:7][C:6]=2[CH:17]=1, predict the reactants needed to synthesize it. (5) Given the product [CH:35]1([NH:40][C:18]2[N:19]=[C:20]([NH:21][CH2:22][CH:23]3[CH2:28][CH2:27][O:26][CH2:25][CH2:24]3)[N:15]3[N:14]=[CH:13][C:12]([C:9]4[CH:10]=[CH:11][C:6]([C:5]([NH:4][CH:1]5[CH2:3][CH2:2]5)=[O:34])=[C:7]([CH3:33])[CH:8]=4)=[C:16]3[N:17]=2)[CH2:39][CH2:38][CH2:37][CH2:36]1, predict the reactants needed to synthesize it. The reactants are: [CH:1]1([NH:4][C:5](=[O:34])[C:6]2[CH:11]=[CH:10][C:9]([C:12]3[CH:13]=[N:14][N:15]4[C:20]([NH:21][CH2:22][CH:23]5[CH2:28][CH2:27][O:26][CH2:25][CH2:24]5)=[N:19][C:18](S(C)(=O)=O)=[N:17][C:16]=34)=[CH:8][C:7]=2[CH3:33])[CH2:3][CH2:2]1.[CH:35]1([NH2:40])[CH2:39][CH2:38][CH2:37][CH2:36]1. (6) Given the product [N+:8]([CH:11]=[C:2]([S-:3])[S-:1])([O-:10])=[O:9].[K+:7].[K+:7], predict the reactants needed to synthesize it. The reactants are: [SH-:1].[C+4:2].[SH-:3].[SH-].[SH-].[OH-].[K+:7].[N+:8]([CH3:11])([O-:10])=[O:9]. (7) The reactants are: CO[C:3](=[O:19])[CH2:4][C@:5]([NH2:18])([C:9]1[CH:14]=[CH:13][CH:12]=[C:11]([N+:15]([O-:17])=[O:16])[CH:10]=1)[CH2:6][CH2:7][CH3:8].[C:20]([O:24][C:25](=[O:31])[NH:26][C:27]([NH:29][CH3:30])=S)([CH3:23])([CH3:22])[CH3:21]. Given the product [C:20]([O:24][C:25](=[O:31])[NH:26][C:27]1[N:29]([CH3:30])[C:3](=[O:19])[CH2:4][C@:5]([C:9]2[CH:14]=[CH:13][CH:12]=[C:11]([N+:15]([O-:17])=[O:16])[CH:10]=2)([CH2:6][CH2:7][CH3:8])[N:18]=1)([CH3:23])([CH3:22])[CH3:21], predict the reactants needed to synthesize it. (8) The reactants are: [CH3:1][N:2]([CH3:27])[C:3]([C:5]1[CH:25]=[CH:24][C:8]([O:9][C:10]2[C:15]3[CH2:16][C:17]([CH3:20])([CH3:19])[O:18][C:14]=3[CH:13]=[C:12]([C:21]([OH:23])=O)[CH:11]=2)=[CH:7][C:6]=1[F:26])=[O:4].S(Cl)(Cl)=O.[NH2:32][C:33]1[CH:37]=[C:36]([CH3:38])[O:35][N:34]=1. Given the product [CH3:38][C:36]1[O:35][N:34]=[C:33]([NH:32][C:21]([C:12]2[CH:11]=[C:10]([O:9][C:8]3[CH:24]=[CH:25][C:5]([C:3](=[O:4])[N:2]([CH3:1])[CH3:27])=[C:6]([F:26])[CH:7]=3)[C:15]3[CH2:16][C:17]([CH3:19])([CH3:20])[O:18][C:14]=3[CH:13]=2)=[O:23])[CH:37]=1, predict the reactants needed to synthesize it. (9) Given the product [OH:3][CH2:4][C:5]1[CH:24]=[CH:23][C:8]2[N:9]([CH2:14][C:15]3[CH:20]=[CH:19][C:18]([O:21][CH3:22])=[CH:17][CH:16]=3)[C:10](=[O:13])[CH2:11][O:12][C:7]=2[CH:6]=1, predict the reactants needed to synthesize it. The reactants are: C[Si](C)(C(C)(C)C)[O:3][CH2:4][C:5]1[CH:24]=[CH:23][C:8]2[N:9]([CH2:14][C:15]3[CH:20]=[CH:19][C:18]([O:21][CH3:22])=[CH:17][CH:16]=3)[C:10](=[O:13])[CH2:11][O:12][C:7]=2[CH:6]=1.[F-].C([N+](CCCC)(CCCC)CCCC)CCC. (10) Given the product [Cl:1][CH2:2][C:3]1[O:4][C:7]([C:9]2[C:17]3[C:12](=[C:13]([O:18][CH3:19])[CH:14]=[CH:15][CH:16]=3)[N:11]([CH2:20][CH:21]3[CH2:26][CH2:25][CH2:24][CH2:23][CH2:22]3)[CH:10]=2)=[N:6][N:5]=1, predict the reactants needed to synthesize it. The reactants are: [Cl:1][CH2:2][C:3]([NH:5][NH:6][C:7]([C:9]1[C:17]2[C:12](=[C:13]([O:18][CH3:19])[CH:14]=[CH:15][CH:16]=2)[N:11]([CH2:20][CH:21]2[CH2:26][CH2:25][CH2:24][CH2:23][CH2:22]2)[CH:10]=1)=O)=[O:4].[OH-].COC(NS([N+](CC)(CC)CC)(=O)=O)=O.